From a dataset of Full USPTO retrosynthesis dataset with 1.9M reactions from patents (1976-2016). Predict the reactants needed to synthesize the given product. (1) Given the product [F:1][C:2]1[C:3]([OH:21])=[CH:4][CH:5]=[C:6]2[C:11]=1[C:10]([CH3:13])([CH3:12])[C:9](=[O:14])[C:8]([C:15]([NH:23][CH2:24][C:25]([O:27][C:28]([CH3:31])([CH3:30])[CH3:29])=[O:26])=[O:16])=[C:7]2[OH:20], predict the reactants needed to synthesize it. The reactants are: [F:1][C:2]1[C:3]([OH:21])=[CH:4][CH:5]=[C:6]2[C:11]=1[C:10]([CH3:13])([CH3:12])[C:9](=[O:14])[C:8]([C:15](OCC)=[O:16])=[C:7]2[OH:20].Cl.[NH2:23][CH2:24][C:25]([O:27][C:28]([CH3:31])([CH3:30])[CH3:29])=[O:26].C(N(C(C)C)C(C)C)C. (2) Given the product [NH2:7][CH2:8][C:9]([NH:11][C@H:12]([B:17]1[O:21][C@@H:20]2[CH2:22][C@@H:23]3[CH2:26][C@H:25]([C@:19]2([CH3:29])[O:18]1)[C:24]3([CH3:27])[CH3:28])[CH2:13][CH:14]([CH3:16])[CH3:15])=[O:10], predict the reactants needed to synthesize it. The reactants are: C(OC(=O)[NH:7][CH2:8][C:9]([NH:11][C@H:12]([B:17]1[O:21][C@@H:20]2[CH2:22][C@@H:23]3[CH2:26][C@H:25]([C@:19]2([CH3:29])[O:18]1)[C:24]3([CH3:28])[CH3:27])[CH2:13][CH:14]([CH3:16])[CH3:15])=[O:10])(C)(C)C.Cl.